Dataset: Forward reaction prediction with 1.9M reactions from USPTO patents (1976-2016). Task: Predict the product of the given reaction. (1) Given the reactants [C:1]1(=[O:8])[O:7][C:5](=[O:6])[CH2:4][CH2:3][CH2:2]1.[N:9]1([C:14]([CH2:16][N:17]2[CH2:22][CH2:21][NH:20][CH2:19][CH2:18]2)=[O:15])[CH2:13][CH2:12][CH2:11][CH2:10]1, predict the reaction product. The product is: [O:6]=[C:5]([N:20]1[CH2:19][CH2:18][N:17]([CH2:16][C:14](=[O:15])[N:9]2[CH2:10][CH2:11][CH2:12][CH2:13]2)[CH2:22][CH2:21]1)[CH2:4][CH2:3][CH2:2][C:1]([OH:7])=[O:8]. (2) Given the reactants [C:1](N1C=CC=CC1=O)(N1C=CC=CC1=O)=[S:2].[CH3:17][C:18]1[CH:19]=[C:20]2[C:25](=[C:26]([CH3:28])[CH:27]=1)[CH:24]=[N:23][C:22]([NH2:29])=[CH:21]2, predict the reaction product. The product is: [N:29]([C:22]1[N:23]=[CH:24][C:25]2[C:20]([CH:21]=1)=[CH:19][C:18]([CH3:17])=[CH:27][C:26]=2[CH3:28])=[C:1]=[S:2]. (3) The product is: [NH2:3][CH2:12][CH:13]([NH:25][C:26]([N:28]1[CH2:33][C:32](=[O:34])[NH:31][C:30]2[CH:35]=[CH:36][CH:37]=[N:38][C:29]1=2)=[O:27])[C:14]1[CH:19]=[CH:18][C:17]([O:20][C:21]([F:24])([F:22])[F:23])=[CH:16][CH:15]=1. Given the reactants O=C1C2C(=CC=CC=2)C(=O)[N:3]1[CH2:12][CH:13]([NH:25][C:26]([N:28]1[CH2:33][C:32](=[O:34])[NH:31][C:30]2[CH:35]=[CH:36][CH:37]=[N:38][C:29]1=2)=[O:27])[C:14]1[CH:19]=[CH:18][C:17]([O:20][C:21]([F:24])([F:23])[F:22])=[CH:16][CH:15]=1.O.NN, predict the reaction product. (4) Given the reactants C([N:8]1[CH2:13][CH2:12][C:11]([NH:20][C:21]([C:23]2[C:24]3[C:46]([CH3:47])=[N:45][N:44](C4CCCCO4)[C:25]=3[N:26]=[C:27]([C:29]3[CH:34]=[CH:33][C:32]([O:35]CC4C=CC=CC=4)=[CH:31][C:30]=3[F:43])[CH:28]=2)=[O:22])([C:14]2[CH:19]=[CH:18][CH:17]=[CH:16][CH:15]=2)[CH2:10][CH2:9]1)C1C=CC=CC=1, predict the reaction product. The product is: [C:14]1([C:11]2([NH:20][C:21]([C:23]3[C:24]4[C:46]([CH3:47])=[N:45][NH:44][C:25]=4[N:26]=[C:27]([C:29]4[CH:34]=[CH:33][C:32]([OH:35])=[CH:31][C:30]=4[F:43])[CH:28]=3)=[O:22])[CH2:12][CH2:13][NH:8][CH2:9][CH2:10]2)[CH:19]=[CH:18][CH:17]=[CH:16][CH:15]=1. (5) Given the reactants [CH2:1]([O:8][C@H:9]1[C@H:15]([O:16][CH2:17][C:18]2[CH:23]=[CH:22][CH:21]=[CH:20][CH:19]=2)[C@@H:14]([O:24][CH2:25][C:26]2[CH:31]=[CH:30][CH:29]=[CH:28][CH:27]=2)[C@:13]2([C:33]3[CH:38]=[CH:37][C:36]([Cl:39])=[C:35]([CH2:40][C:41]4[CH:46]=[CH:45][C:44]([O:47][CH2:48][CH3:49])=[C:43]([F:50])[C:42]=4[F:51])[CH:34]=3)[O:32][C@@:10]1([CH2:52][OH:53])[CH2:11][O:12]2)[C:2]1[CH:7]=[CH:6][CH:5]=[CH:4][CH:3]=1.I(C1C=CC=CC=1C(O)=O)(=O)=O, predict the reaction product. The product is: [CH2:1]([O:8][C@H:9]1[C@H:15]([O:16][CH2:17][C:18]2[CH:19]=[CH:20][CH:21]=[CH:22][CH:23]=2)[C@@H:14]([O:24][CH2:25][C:26]2[CH:31]=[CH:30][CH:29]=[CH:28][CH:27]=2)[C@:13]2([C:33]3[CH:38]=[CH:37][C:36]([Cl:39])=[C:35]([CH2:40][C:41]4[CH:46]=[CH:45][C:44]([O:47][CH2:48][CH3:49])=[C:43]([F:50])[C:42]=4[F:51])[CH:34]=3)[O:32][C@@:10]1([CH:52]=[O:53])[CH2:11][O:12]2)[C:2]1[CH:7]=[CH:6][CH:5]=[CH:4][CH:3]=1.